This data is from Peptide-MHC class II binding affinity with 134,281 pairs from IEDB. The task is: Regression. Given a peptide amino acid sequence and an MHC pseudo amino acid sequence, predict their binding affinity value. This is MHC class II binding data. The peptide sequence is CDGRGKSTRSTTDSG. The MHC is HLA-DQA10201-DQB10303 with pseudo-sequence HLA-DQA10201-DQB10303. The binding affinity (normalized) is 0.190.